From a dataset of Forward reaction prediction with 1.9M reactions from USPTO patents (1976-2016). Predict the product of the given reaction. (1) Given the reactants C([O:3][C:4](=[O:40])[C@@H:5]([N:16]([CH2:18][C:19]1[CH:24]=[CH:23][C:22]([CH2:25][N:26]([CH2:34][C:35]2[NH:36][CH:37]=[CH:38][N:39]=2)[CH2:27][C:28]2[N:29]([CH3:33])[CH:30]=[CH:31][N:32]=2)=[CH:21][CH:20]=1)[CH3:17])[CH2:6][CH2:7][CH2:8][N:9]([CH2:13][CH2:14][CH3:15])[CH2:10][CH2:11][CH3:12])C, predict the reaction product. The product is: [CH2:13]([N:9]([CH2:10][CH2:11][CH3:12])[CH2:8][CH2:7][CH2:6][C@H:5]([N:16]([CH2:18][C:19]1[CH:24]=[CH:23][C:22]([CH2:25][N:26]([CH2:34][C:35]2[NH:36][CH:37]=[CH:38][N:39]=2)[CH2:27][C:28]2[N:29]([CH3:33])[CH:30]=[CH:31][N:32]=2)=[CH:21][CH:20]=1)[CH3:17])[C:4]([OH:40])=[O:3])[CH2:14][CH3:15]. (2) Given the reactants [F:1][C:2]1[C:7]([F:8])=[CH:6][CH:5]=[CH:4][C:3]=1[N:9]1[C:13]2[CH:14]=[CH:15][CH:16]=[CH:17][C:12]=2[NH:11][S:10]1(=[O:19])=[O:18].C1(P(C2C=CC=CC=2)C2C=CC=CC=2)C=CC=CC=1.O[CH2:40][CH2:41][CH:42]([N:49]([CH3:57])[C:50](=[O:56])[O:51][C:52]([CH3:55])([CH3:54])[CH3:53])[C:43]1[CH:48]=[CH:47][CH:46]=[CH:45][CH:44]=1.CC(OC(/N=N/C(OC(C)C)=O)=O)C, predict the reaction product. The product is: [F:1][C:2]1[C:7]([F:8])=[CH:6][CH:5]=[CH:4][C:3]=1[N:9]1[C:13]2[CH:14]=[CH:15][CH:16]=[CH:17][C:12]=2[N:11]([CH2:40][CH2:41][CH:42]([N:49]([CH3:57])[C:50](=[O:56])[O:51][C:52]([CH3:54])([CH3:53])[CH3:55])[C:43]2[CH:48]=[CH:47][CH:46]=[CH:45][CH:44]=2)[S:10]1(=[O:18])=[O:19]. (3) Given the reactants [N:1]([CH2:4][C:5]1[CH:12]=[CH:11][C:8]([CH:9]=O)=[CH:7][CH:6]=1)=[N+:2]=[N-:3].[CH2:13]([O:15][CH:16]([O:32][CH2:33][CH3:34])[C:17]1[CH:31]=[CH:30][C:20]([CH2:21][NH:22][CH2:23][CH2:24][CH2:25][CH2:26][CH2:27][CH2:28][NH2:29])=[CH:19][CH:18]=1)[CH3:14].[BH4-].[Na+], predict the reaction product. The product is: [N:1]([CH2:4][C:5]1[CH:12]=[CH:11][C:8]([CH2:9][NH:29][CH2:28][CH2:27][CH2:26][CH2:25][CH2:24][CH2:23][NH:22][CH2:21][C:20]2[CH:30]=[CH:31][C:17]([CH:16]([O:15][CH2:13][CH3:14])[O:32][CH2:33][CH3:34])=[CH:18][CH:19]=2)=[CH:7][CH:6]=1)=[N+:2]=[N-:3]. (4) Given the reactants [CH2:1]([O:3][C:4]([C:6]1[N:11]=[C:10](Br)[C:9]2[N:13]=[C:14]([C:16]3[CH:21]=[CH:20][CH:19]=[CH:18][CH:17]=3)[S:15][C:8]=2[C:7]=1[OH:22])=[O:5])[CH3:2].[CH3:23][Si:24]([C:27]#[CH:28])([CH3:26])[CH3:25].C(N(CC)CC)C, predict the reaction product. The product is: [CH2:1]([O:3][C:4]([C:6]1[N:11]=[C:10]([C:28]#[C:27][Si:24]([CH3:26])([CH3:25])[CH3:23])[C:9]2[N:13]=[C:14]([C:16]3[CH:21]=[CH:20][CH:19]=[CH:18][CH:17]=3)[S:15][C:8]=2[C:7]=1[OH:22])=[O:5])[CH3:2]. (5) Given the reactants [CH2:1]([O:3][C:4]([CH:6]1[CH2:17][N:16]([C:18]2[CH:19]=[C:20]3[C:24](=[CH:25][CH:26]=2)[CH2:23][CH2:22][CH2:21]3)[C:9]2[N:10]=[C:11]([S:14][CH3:15])[N:12]=[CH:13][C:8]=2[C:7]1=[O:27])=[O:5])[CH3:2].BrBr.N#N.C(N(CC)CC)C, predict the reaction product. The product is: [CH2:1]([O:3][C:4]([C:6]1[C:7](=[O:27])[C:8]2[CH:13]=[N:12][C:11]([S:14][CH3:15])=[N:10][C:9]=2[N:16]([C:18]2[CH:19]=[C:20]3[C:24](=[CH:25][CH:26]=2)[CH2:23][CH2:22][CH2:21]3)[CH:17]=1)=[O:5])[CH3:2]. (6) Given the reactants CS(OCC1C(C2C=CC3OCCC=3C=2)=CSC=1C(F)(F)F)(=O)=O.FC1C=C(O)C=C(F)C=1CCC(OCC)=O.[O:41]1[C:45]2[CH:46]=[CH:47][C:48]([C:50]3[C:51]([CH2:59][O:60][C:61]4[C:66]([F:67])=[CH:65][C:64]([CH2:68][CH2:69][C:70]([O:72]CC)=[O:71])=[CH:63][C:62]=4[F:75])=[C:52]([C:55]([F:58])([F:57])[F:56])[S:53][CH:54]=3)=[CH:49][C:44]=2[CH2:43][CH2:42]1, predict the reaction product. The product is: [O:41]1[C:45]2[CH:46]=[CH:47][C:48]([C:50]3[C:51]([CH2:59][O:60][C:61]4[C:62]([F:75])=[CH:63][C:64]([CH2:68][CH2:69][C:70]([OH:72])=[O:71])=[CH:65][C:66]=4[F:67])=[C:52]([C:55]([F:56])([F:57])[F:58])[S:53][CH:54]=3)=[CH:49][C:44]=2[CH2:43][CH2:42]1.